The task is: Predict the reaction yield, written as a fraction of the theoretical maximum amount of product (1.0 means a 100% yield; for example, 0.34 means a 34% yield).. This data is from Reaction yield outcomes from USPTO patents with 853,638 reactions. (1) The reactants are C([Li])CCC.C(NC(C)C)(C)C.[F:13][C:14]1[CH:19]=[CH:18][C:17]([F:20])=[CH:16][N:15]=1.[I:21]I. The catalyst is O1CCCC1.O. The product is [F:13][C:14]1[CH:19]=[C:18]([I:21])[C:17]([F:20])=[CH:16][N:15]=1. The yield is 0.440. (2) The reactants are Br[CH2:2][C:3]1[N:8]=[C:7]([C:9]2[CH:14]=[CH:13][CH:12]=[C:11]([C:15]([F:18])([F:17])[F:16])[CH:10]=2)[C:6]([O:19][CH3:20])=[CH:5][CH:4]=1.[F:21][C:22]1[CH:27]=[CH:26][C:25](B(O)O)=[CH:24][CH:23]=1.C1C=CC(P(C2C=CC=CC=2)C2C=CC=CC=2)=CC=1.[O-]P([O-])([O-])=O.[K+].[K+].[K+]. The catalyst is CC([O-])=O.CC([O-])=O.[Pd+2].C(O)C.O.COCCOC. The product is [F:21][C:22]1[CH:27]=[CH:26][C:25]([CH2:2][C:3]2[N:8]=[C:7]([C:9]3[CH:14]=[CH:13][CH:12]=[C:11]([C:15]([F:18])([F:17])[F:16])[CH:10]=3)[C:6]([O:19][CH3:20])=[CH:5][CH:4]=2)=[CH:24][CH:23]=1. The yield is 0.220. (3) The reactants are C([N:4]1[CH2:9][CH2:8][O:7][C:6]2[CH:10]=[CH:11][C:12]([C:14]3[S:15][C:16]([N:24]([CH3:34])[CH2:25][CH2:26][O:27][C:28]4[CH:33]=[CH:32][CH:31]=[CH:30][CH:29]=4)=[C:17]([C:19]([O:21][CH2:22][CH3:23])=[O:20])[N:18]=3)=[CH:13][C:5]1=2)(=O)C.C(O)C.Cl.C(=O)(O)[O-].[Na+]. The catalyst is CCOC(C)=O. The product is [O:7]1[CH2:8][CH2:9][NH:4][C:5]2[CH:13]=[C:12]([C:14]3[S:15][C:16]([N:24]([CH3:34])[CH2:25][CH2:26][O:27][C:28]4[CH:29]=[CH:30][CH:31]=[CH:32][CH:33]=4)=[C:17]([C:19]([O:21][CH2:22][CH3:23])=[O:20])[N:18]=3)[CH:11]=[CH:10][C:6]1=2. The yield is 0.850. (4) The catalyst is CO. The yield is 0.590. The product is [CH3:3][N:4]1[C:8]2[CH:9]=[C:10]([C:13]([OH:15])=[O:14])[CH:11]=[CH:12][C:7]=2[NH:6][C:5]1=[O:17]. The reactants are [OH-].[Na+].[CH3:3][N:4]1[C:8]2[CH:9]=[C:10]([C:13]([O:15]C)=[O:14])[CH:11]=[CH:12][C:7]=2[NH:6][C:5]1=[O:17]. (5) The reactants are C(N1C=CN=C1)(N1C=CN=C1)=O.[CH:13]1([C:19]2[C:20]3[CH:21]=[CH:22][C:23]([C:43]([OH:45])=O)=[CH:24][C:25]=3[N:26]3[CH2:32][C:31]([C:33]([O:35][CH3:36])=[O:34])=[CH:30][C:29]4[CH:37]=[C:38]([O:41][CH3:42])[CH:39]=[CH:40][C:28]=4[C:27]=23)[CH2:18][CH2:17][CH2:16][CH2:15][CH2:14]1.[CH3:46][CH:47]([S:49]([NH2:52])(=[O:51])=[O:50])[CH3:48].C1CCN2C(=NCCC2)CC1. The catalyst is C1COCC1.CCOC(C)=O. The product is [CH:13]1([C:19]2[C:20]3[CH:21]=[CH:22][C:23]([C:43](=[O:45])[NH:52][S:49]([CH:47]([CH3:48])[CH3:46])(=[O:51])=[O:50])=[CH:24][C:25]=3[N:26]3[CH2:32][C:31]([C:33]([O:35][CH3:36])=[O:34])=[CH:30][C:29]4[CH:37]=[C:38]([O:41][CH3:42])[CH:39]=[CH:40][C:28]=4[C:27]=23)[CH2:14][CH2:15][CH2:16][CH2:17][CH2:18]1. The yield is 0.850. (6) The reactants are Cl[C:2]1[CH:7]=[CH:6][C:5]([S:8]([CH3:11])(=[O:10])=[O:9])=[CH:4][C:3]=1[N+:12]([O-:14])=[O:13].[CH2:15]([SH:22])[C:16]1[CH:21]=[CH:20][CH:19]=[CH:18][CH:17]=1.C([O-])([O-])=O.[Na+].[Na+].CCO. The catalyst is O. The product is [CH2:15]([S:22][C:2]1[CH:7]=[CH:6][C:5]([S:8]([CH3:11])(=[O:10])=[O:9])=[CH:4][C:3]=1[N+:12]([O-:14])=[O:13])[C:16]1[CH:21]=[CH:20][CH:19]=[CH:18][CH:17]=1. The yield is 0.920.